From a dataset of In vitro SARS-CoV-2 activity screen of 1,480 approved drugs from Prestwick library. Binary Classification. Given a drug SMILES string, predict its activity (active/inactive) in a high-throughput screening assay against a specified biological target. (1) The compound is O=C(O)/C=C\C(=O)O.S=C(NC1CCCCC1)N1CCC(c2cnc[nH]2)CC1. The result is 0 (inactive). (2) The compound is CCN1CCN(Cc2ccc(Nc3ncc(F)c(-c4cc(F)c5nc(C)n(C(C)C)c5c4)n3)nc2)CC1. The result is 0 (inactive). (3) The molecule is Cl.c1ccc(CC2=NCCN2)cc1. The result is 0 (inactive). (4) The drug is Cc1c(N(C)CS(=O)(=O)[O-])c(=O)n(-c2ccccc2)n1C.[Na+]. The result is 0 (inactive). (5) The compound is Cl.NC(CO)C(=O)NNCc1ccc(O)c(O)c1O. The result is 0 (inactive).